From a dataset of Forward reaction prediction with 1.9M reactions from USPTO patents (1976-2016). Predict the product of the given reaction. (1) Given the reactants [CH3:1][O:2][C:3]1[CH:4]=[C:5]([CH:8]=[CH:9][C:10]=1[O:11][CH2:12][C:13]1[CH:18]=[CH:17][CH:16]=[CH:15][CH:14]=1)[CH2:6][OH:7].[CH3:19][S:20](Cl)(=[O:22])=[O:21].CCN(CC)CC, predict the reaction product. The product is: [CH3:19][S:20]([O:7][CH2:6][C:5]1[CH:8]=[CH:9][C:10]([O:11][CH2:12][C:13]2[CH:18]=[CH:17][CH:16]=[CH:15][CH:14]=2)=[C:3]([O:2][CH3:1])[CH:4]=1)(=[O:22])=[O:21]. (2) Given the reactants [CH3:1][C:2]1[O:6][C:5]([C:7]2[CH:12]=[CH:11][CH:10]=[CH:9][CH:8]=2)=[N:4][C:3]=1[CH2:13][CH2:14][O:15][C:16]1[CH:21]=[CH:20][C:19]([OH:22])=[CH:18][C:17]=1[CH2:23][CH2:24][CH3:25].[H-].[Na+].Br[CH2:29][C:30]([O:32][CH2:33][CH3:34])=[O:31], predict the reaction product. The product is: [CH2:33]([O:32][C:30](=[O:31])[CH2:29][O:22][C:19]1[CH:20]=[CH:21][C:16]([O:15][CH2:14][CH2:13][C:3]2[N:4]=[C:5]([C:7]3[CH:8]=[CH:9][CH:10]=[CH:11][CH:12]=3)[O:6][C:2]=2[CH3:1])=[C:17]([CH2:23][CH2:24][CH3:25])[CH:18]=1)[CH3:34]. (3) Given the reactants [C@@H:1]1([C:9](O)=[O:10])[CH2:5][CH2:4][CH2:3][C@H:2]1[C:6](O)=[O:7], predict the reaction product. The product is: [C@@H:1]1([CH2:9][OH:10])[CH2:5][CH2:4][CH2:3][C@H:2]1[CH2:6][OH:7]. (4) Given the reactants Cl.[O:2]1[C@:14]2([CH3:20])[C@@:15]34[CH2:17][CH2:18][NH:19][C@@H:9]([C@:10]3([O:22][CH2:23][CH3:24])[CH2:11][CH2:12][C:13]2=[O:21])[CH2:8][C:7]2=[C:16]4[C:3]1=[C:4]([O:25][CH3:26])[CH:5]=[CH:6]2.C(=O)([O-])[O-].[K+].[K+].[C:33]1([CH2:39][CH2:40]Br)[CH:38]=[CH:37][CH:36]=[CH:35][CH:34]=1.CN(C)C=O, predict the reaction product. The product is: [O:2]1[C@:14]2([CH3:20])[C@@:15]34[CH2:17][CH2:18][N:19]([CH2:40][CH2:39][C:33]5[CH:38]=[CH:37][CH:36]=[CH:35][CH:34]=5)[C@@H:9]([C@:10]3([O:22][CH2:23][CH3:24])[CH2:11][CH2:12][C:13]2=[O:21])[CH2:8][C:7]2=[C:16]4[C:3]1=[C:4]([O:25][CH3:26])[CH:5]=[CH:6]2. (5) Given the reactants [Cl:1][C:2]1[CH:7]=[CH:6][CH:5]=[CH:4][C:3]=1[C:8]1[NH:9][C:10]2[C:15]([CH:16]=1)=[CH:14][C:13]([C:17]1[CH:25]=[CH:24][C:20]([C:21]([OH:23])=O)=[CH:19][C:18]=1[CH3:26])=[CH:12][CH:11]=2.C(=O)(O)[O-].[NH4+].C(OC1C=CC2C(=CC=CC=2)[N:36]1C(OCC)=O)C, predict the reaction product. The product is: [Cl:1][C:2]1[CH:7]=[CH:6][CH:5]=[CH:4][C:3]=1[C:8]1[NH:9][C:10]2[C:15]([CH:16]=1)=[CH:14][C:13]([C:17]1[CH:25]=[CH:24][C:20]([C:21]([NH2:36])=[O:23])=[CH:19][C:18]=1[CH3:26])=[CH:12][CH:11]=2. (6) Given the reactants [Br:1][C:2]1[CH:3]=[C:4]2[C:10]([F:12])([F:11])[C:9](=[O:13])[NH:8][C:5]2=[N:6][CH:7]=1.[C:14]([O:18][C:19](=[O:26])[NH:20][C@H:21]1[CH2:24][C@@H:23](O)[CH2:22]1)([CH3:17])([CH3:16])[CH3:15].C1(P(C2C=CC=CC=2)C2C=CC=CC=2)C=CC=CC=1.N(C(OC(C)C)=O)=NC(OC(C)C)=O, predict the reaction product. The product is: [C:14]([O:18][C:19](=[O:26])[NH:20][C@H:21]1[CH2:22][C@H:23]([N:8]2[C:5]3=[N:6][CH:7]=[C:2]([Br:1])[CH:3]=[C:4]3[C:10]([F:12])([F:11])[C:9]2=[O:13])[CH2:24]1)([CH3:17])([CH3:15])[CH3:16].